Task: Predict the reaction yield, written as a fraction of the theoretical maximum amount of product (1.0 means a 100% yield; for example, 0.34 means a 34% yield).. Dataset: Reaction yield outcomes from USPTO patents with 853,638 reactions The reactants are [H-].[Na+].[C@H:3]12[O:9][C@H:8]1[CH2:7][CH2:6][CH2:5][C@H:4]2[OH:10].[CH2:11](Br)[C:12]1[CH:17]=[CH:16][CH:15]=[CH:14][CH:13]=1.[OH2:19]. The catalyst is C1COCC1. The product is [CH2:11]([O:10][C@:4]1([OH:19])[CH2:5][CH2:6][CH2:7][C@H:8]2[C@H:3]1[O:9]2)[C:12]1[CH:17]=[CH:16][CH:15]=[CH:14][CH:13]=1. The yield is 0.510.